Dataset: CYP1A2 inhibition data for predicting drug metabolism from PubChem BioAssay. Task: Regression/Classification. Given a drug SMILES string, predict its absorption, distribution, metabolism, or excretion properties. Task type varies by dataset: regression for continuous measurements (e.g., permeability, clearance, half-life) or binary classification for categorical outcomes (e.g., BBB penetration, CYP inhibition). Dataset: cyp1a2_veith. The molecule is CCOC(=O)c1ccc(Nc2nc(C(=O)OCC)nc3ccccc23)cc1. The result is 1 (inhibitor).